Dataset: Peptide-MHC class I binding affinity with 185,985 pairs from IEDB/IMGT. Task: Regression. Given a peptide amino acid sequence and an MHC pseudo amino acid sequence, predict their binding affinity value. This is MHC class I binding data. (1) The peptide sequence is NTKSDIDVIK. The MHC is HLA-A31:01 with pseudo-sequence HLA-A31:01. The binding affinity (normalized) is 0.233. (2) The peptide sequence is TMADLVYAL. The MHC is HLA-A01:01 with pseudo-sequence HLA-A01:01. The binding affinity (normalized) is 0.